This data is from Peptide-MHC class I binding affinity with 185,985 pairs from IEDB/IMGT. The task is: Regression. Given a peptide amino acid sequence and an MHC pseudo amino acid sequence, predict their binding affinity value. This is MHC class I binding data. (1) The peptide sequence is VDLIEHLL. The MHC is Mamu-B01 with pseudo-sequence Mamu-B01. The binding affinity (normalized) is 0.830. (2) The peptide sequence is YQGMLPVCPL. The MHC is HLA-A68:01 with pseudo-sequence HLA-A68:01. The binding affinity (normalized) is 0. (3) The peptide sequence is EMKEAFHGL. The MHC is HLA-B44:02 with pseudo-sequence HLA-B44:02. The binding affinity (normalized) is 0.0847. (4) The peptide sequence is VWKRFEHLCV. The MHC is HLA-A24:02 with pseudo-sequence HLA-A24:02. The binding affinity (normalized) is 0.00452. (5) The binding affinity (normalized) is 0. The peptide sequence is KFYGPFVDR. The MHC is Mamu-B08 with pseudo-sequence Mamu-B08. (6) The peptide sequence is FSFPQITLW. The MHC is HLA-B35:03 with pseudo-sequence HLA-B35:03. The binding affinity (normalized) is 0. (7) The peptide sequence is RASTTENAA. The MHC is HLA-A02:06 with pseudo-sequence HLA-A02:06. The binding affinity (normalized) is 0.131.